From a dataset of Full USPTO retrosynthesis dataset with 1.9M reactions from patents (1976-2016). Predict the reactants needed to synthesize the given product. (1) Given the product [C:28]([N:14]([N:8]1[C:7](=[O:19])[C:6]2[C:11](=[CH:12][C:3]([CH2:1][CH3:2])=[C:4]([C:20]3[N:21]([CH3:25])[N:22]=[CH:23][CH:24]=3)[CH:5]=2)[NH:10][C:9]1=[O:13])[S:15]([CH3:18])(=[O:16])=[O:17])(=[O:30])[CH3:29], predict the reactants needed to synthesize it. The reactants are: [CH2:1]([C:3]1[CH:12]=[C:11]2[C:6]([C:7](=[O:19])[N:8]([NH:14][S:15]([CH3:18])(=[O:17])=[O:16])[C:9](=[O:13])[NH:10]2)=[CH:5][C:4]=1[C:20]1[N:21]([CH3:25])[N:22]=[CH:23][CH:24]=1)[CH3:2].[H-].[Na+].[C:28](Cl)(=[O:30])[CH3:29].C1(C)C=CC=CC=1.C(Cl)Cl.CCO. (2) Given the product [NH2:25][C:21]1[C:18]2[C:19](=[O:20])[N:13]([C:10]3[CH:11]=[CH:12][C:7]([C:41]4[CH:40]=[CH:39][C:32]([CH2:33][NH:34][S:35]([CH3:38])(=[O:37])=[O:36])=[CH:31][C:30]=4[Cl:29])=[CH:8][CH:9]=3)[CH2:14][C@@H:15]([CH3:26])[O:16][C:17]=2[N:24]=[CH:23][N:22]=1, predict the reactants needed to synthesize it. The reactants are: FC(F)(F)S(O[C:7]1[CH:12]=[CH:11][C:10]([N:13]2[C:19](=[O:20])[C:18]3[C:21]([NH2:25])=[N:22][CH:23]=[N:24][C:17]=3[O:16][C@H:15]([CH3:26])[CH2:14]2)=[CH:9][CH:8]=1)(=O)=O.[Cl:29][C:30]1[CH:31]=[C:32]([CH:39]=[CH:40][C:41]=1B1OC(C)(C)C(C)(C)O1)[CH2:33][NH:34][S:35]([CH3:38])(=[O:37])=[O:36]. (3) Given the product [Cl:5][C:6]1[CH:14]=[C:13]([F:15])[CH:12]=[CH:11][C:7]=1[C:8]([N:36]1[CH2:37][CH2:38][N:33]([C:23]2[C:32]3[C:27](=[CH:28][CH:29]=[CH:30][CH:31]=3)[CH:26]=[CH:25][CH:24]=2)[C:34](=[O:39])[CH2:35]1)=[O:10], predict the reactants needed to synthesize it. The reactants are: S(Cl)(Cl)=O.[Cl:5][C:6]1[CH:14]=[C:13]([F:15])[CH:12]=[CH:11][C:7]=1[C:8]([OH:10])=O.N1C=CC=CC=1.Cl.[C:23]1([N:33]2[CH2:38][CH2:37][NH:36][CH2:35][C:34]2=[O:39])[C:32]2[C:27](=[CH:28][CH:29]=[CH:30][CH:31]=2)[CH:26]=[CH:25][CH:24]=1. (4) Given the product [CH:14]1([N:11]2[CH2:12][CH2:13][N:8]([C:5]3[CH:4]=[CH:3][C:2]([OH:1])=[CH:7][CH:6]=3)[CH2:9][CH2:10]2)[CH2:18][CH2:17][CH2:16][CH2:15]1, predict the reactants needed to synthesize it. The reactants are: [OH:1][C:2]1[CH:7]=[CH:6][C:5]([N:8]2[CH2:13][CH2:12][NH:11][CH2:10][CH2:9]2)=[CH:4][CH:3]=1.[C:14]1(=O)[CH2:18][CH2:17][CH2:16][CH2:15]1.C(O)(=O)C.[BH3-]C#N.[Na+]. (5) Given the product [CH2:1]([N:3]([CH:4]([CH3:6])[CH3:5])[C:14]([Cl:13])=[O:16])[CH3:2], predict the reactants needed to synthesize it. The reactants are: [CH2:1]([NH:3][CH:4]([CH3:6])[CH3:5])[CH3:2].N1C=CC=CC=1.[Cl:13][C:14](Cl)([O:16]C(=O)OC(Cl)(Cl)Cl)Cl.